Task: Predict the product of the given reaction.. Dataset: Forward reaction prediction with 1.9M reactions from USPTO patents (1976-2016) (1) Given the reactants [O:1]1[C:5]2[CH:6]=[CH:7][CH:8]=[CH:9][C:4]=2[CH:3]=[C:2]1[C:10]1[CH:11]=[C:12]2[C:17](=[CH:18][CH:19]=1)[N:16]=[C:15]([C:20]([F:23])([F:22])[F:21])[CH:14]=[C:13]2OCC#N.[N-:28]=[N+:29]=[N-:30].[Na+].[NH4+:32].[Cl-], predict the reaction product. The product is: [O:1]1[C:9]2[CH:8]=[CH:7][CH:6]=[CH:5][C:4]=2[CH:3]=[C:2]1[C:10]1[CH:11]=[C:12]2[C:17](=[CH:18][CH:19]=1)[N:16]=[C:15]([C:20]([F:23])([F:22])[F:21])[CH:14]=[C:13]2[CH:2]([O:1][CH:5]([C:4]1[NH:32][N:30]=[N:29][N:28]=1)[C:13]1[C:12]2[C:17](=[CH:18][CH:19]=[C:10]([C:2]3[O:1][C:9]4[CH:8]=[CH:7][CH:6]=[CH:5][C:4]=4[CH:3]=3)[CH:11]=2)[N:16]=[C:15]([C:20]([F:22])([F:21])[F:23])[CH:14]=1)[C:3]1[NH:32][N:30]=[N:29][N:28]=1. (2) Given the reactants [CH:1]1([C@@H:7]([NH:9][C:10]([C:12]2[C:21]3[C:16](=[CH:17][CH:18]=[CH:19][CH:20]=3)[N:15]=[C:14]([C:22]3[CH:27]=[CH:26][CH:25]=[CH:24][CH:23]=3)[C:13]=2[CH2:28]Br)=[O:11])[CH3:8])[CH2:6][CH2:5][CH2:4][CH2:3][CH2:2]1.[NH:30]1[CH2:34][CH2:33][NH:32][C:31]1=[O:35].C([O-])([O-])=O.[K+].[K+], predict the reaction product. The product is: [CH:1]1([C@@H:7]([NH:9][C:10]([C:12]2[C:21]3[C:16](=[CH:17][CH:18]=[CH:19][CH:20]=3)[N:15]=[C:14]([C:22]3[CH:27]=[CH:26][CH:25]=[CH:24][CH:23]=3)[C:13]=2[CH2:28][N:30]2[CH2:34][CH2:33][NH:32][C:31]2=[O:35])=[O:11])[CH3:8])[CH2:6][CH2:5][CH2:4][CH2:3][CH2:2]1. (3) Given the reactants [Br:1][C:2]1[C:6]2[CH:7]=[C:8]([C:11]([NH:13][NH2:14])=[O:12])[CH:9]=[CH:10][C:5]=2[O:4][CH:3]=1.[C:15]([O:18][C@@H:19]([CH3:23])[C:20](Cl)=[O:21])(=[O:17])[CH3:16], predict the reaction product. The product is: [C:15]([O:18][C@@H:19]([CH3:23])[C:20]([NH:14][NH:13][C:11]([C:8]1[CH:9]=[CH:10][C:5]2[O:4][CH:3]=[C:2]([Br:1])[C:6]=2[CH:7]=1)=[O:12])=[O:21])(=[O:17])[CH3:16].